This data is from Forward reaction prediction with 1.9M reactions from USPTO patents (1976-2016). The task is: Predict the product of the given reaction. (1) Given the reactants [Cl:1][C:2]1[CH:22]=[C:21]([S:23]([CH3:26])(=[O:25])=[O:24])[CH:20]=[CH:19][C:3]=1[O:4][C:5]1[CH:6]=[C:7]([CH2:15][C:16]([OH:18])=O)[CH:8]=[C:9]([C:11]([F:14])([F:13])[F:12])[CH:10]=1.[NH:27]1[CH2:30][CH:29]([N:31]2[CH:35]=[CH:34][N:33]=[CH:32]2)[CH2:28]1, predict the reaction product. The product is: [Cl:1][C:2]1[CH:22]=[C:21]([S:23]([CH3:26])(=[O:24])=[O:25])[CH:20]=[CH:19][C:3]=1[O:4][C:5]1[CH:6]=[C:7]([CH2:15][C:16]([N:27]2[CH2:30][CH:29]([N:31]3[CH:35]=[CH:34][N:33]=[CH:32]3)[CH2:28]2)=[O:18])[CH:8]=[C:9]([C:11]([F:12])([F:13])[F:14])[CH:10]=1. (2) Given the reactants [H-].[Na+].[Br:3][C:4]1[CH:9]=[CH:8][C:7]([CH:10]([N:13]2[CH2:18][CH2:17][CH2:16][CH2:15][CH:14]2[CH2:19][CH2:20]Cl)[C:11]#[N:12])=[CH:6][CH:5]=1, predict the reaction product. The product is: [C:11]([C:10]1([C:7]2[CH:8]=[CH:9][C:4]([Br:3])=[CH:5][CH:6]=2)[N:13]2[CH:14]([CH2:15][CH2:16][CH2:17][CH2:18]2)[CH2:19][CH2:20]1)#[N:12]. (3) Given the reactants [C:1]([O:5][C:6]([NH:8][C@H:9]([CH2:29][C:30]1[CH:35]=[C:34]([F:36])[C:33]([F:37])=[CH:32][C:31]=1[F:38])[CH2:10][C:11]([N:13]1[CH2:18][CH2:17][N:16]2[C:19]([C:25]([F:28])([F:27])[F:26])=[N:20][C:21]([C:22](O)=[O:23])=[C:15]2[CH2:14]1)=[O:12])=[O:7])([CH3:4])([CH3:3])[CH3:2].[NH:39]1[CH2:44][CH2:43][NH:42][CH2:41][C:40]1=[O:45].O=C1N([ClH]P([ClH]N2CCOC2=O)=O)CCO1.C(N(CC)CC)C, predict the reaction product. The product is: [C:1]([O:5][C:6](=[O:7])[NH:8][C@H:9]([CH2:29][C:30]1[CH:35]=[C:34]([F:36])[C:33]([F:37])=[CH:32][C:31]=1[F:38])[CH2:10][C:11](=[O:12])[N:13]1[CH2:18][CH2:17][N:16]2[C:19]([C:25]([F:28])([F:26])[F:27])=[N:20][C:21]([C:22]([N:42]3[CH2:43][CH2:44][NH:39][C:40](=[O:45])[CH2:41]3)=[O:23])=[C:15]2[CH2:14]1)([CH3:2])([CH3:3])[CH3:4].